This data is from Forward reaction prediction with 1.9M reactions from USPTO patents (1976-2016). The task is: Predict the product of the given reaction. Given the reactants C(=O)([O-])[O-].[K+].[K+].[Br:7][C:8]1[C:9]([OH:19])=[CH:10][C:11]([OH:18])=[C:12]([CH:17]=1)[C:13]([O:15][CH3:16])=[O:14].[CH2:20](Br)[C:21]1[CH:26]=[CH:25][CH:24]=[CH:23][CH:22]=1, predict the reaction product. The product is: [Br:7][C:8]1[C:9]([O:19][CH2:13][C:12]2[CH:17]=[CH:8][CH:9]=[CH:10][CH:11]=2)=[CH:10][C:11]([O:18][CH2:20][C:21]2[CH:26]=[CH:25][CH:24]=[CH:23][CH:22]=2)=[C:12]([CH:17]=1)[C:13]([O:15][CH3:16])=[O:14].